Regression/Classification. Given a drug SMILES string, predict its toxicity properties. Task type varies by dataset: regression for continuous values (e.g., LD50, hERG inhibition percentage) or binary classification for toxic/non-toxic outcomes (e.g., AMES mutagenicity, cardiotoxicity, hepatotoxicity). Dataset: ames. From a dataset of Ames mutagenicity test results for genotoxicity prediction. The drug is CSC(C)(C)/C=N\O. The result is 0 (non-mutagenic).